Task: Regression. Given two drug SMILES strings and cell line genomic features, predict the synergy score measuring deviation from expected non-interaction effect.. Dataset: NCI-60 drug combinations with 297,098 pairs across 59 cell lines (1) Drug 1: C1=NC(=NC(=O)N1C2C(C(C(O2)CO)O)O)N. Drug 2: C#CCC(CC1=CN=C2C(=N1)C(=NC(=N2)N)N)C3=CC=C(C=C3)C(=O)NC(CCC(=O)O)C(=O)O. Cell line: SR. Synergy scores: CSS=79.0, Synergy_ZIP=0.804, Synergy_Bliss=0.0482, Synergy_Loewe=-5.86, Synergy_HSA=0.00333. (2) Drug 1: CCCCC(=O)OCC(=O)C1(CC(C2=C(C1)C(=C3C(=C2O)C(=O)C4=C(C3=O)C=CC=C4OC)O)OC5CC(C(C(O5)C)O)NC(=O)C(F)(F)F)O. Drug 2: C(CCl)NC(=O)N(CCCl)N=O. Cell line: SF-268. Synergy scores: CSS=26.2, Synergy_ZIP=-10.6, Synergy_Bliss=-5.80, Synergy_Loewe=-17.3, Synergy_HSA=-4.17. (3) Drug 1: C1=NC2=C(N1)C(=S)N=C(N2)N. Synergy scores: CSS=22.3, Synergy_ZIP=-10.5, Synergy_Bliss=-2.81, Synergy_Loewe=-14.3, Synergy_HSA=-2.22. Drug 2: CCC(=C(C1=CC=CC=C1)C2=CC=C(C=C2)OCCN(C)C)C3=CC=CC=C3.C(C(=O)O)C(CC(=O)O)(C(=O)O)O. Cell line: PC-3. (4) Drug 1: C1CC2CC3=C(CC1C24CN(S(=O)(=O)N4)CC(F)(F)F)C=CC(=C3)C=CCN5CCC(CC5)C(F)(F)F. Drug 2: CC1CC(C(C(C=C(C(C(C=CC=C(C(=O)NC2=CC(=O)C(=C(C1)C2=O)OC)C)OC)OC(=O)N)C)C)O)OC. Cell line: HT29. Synergy scores: CSS=79.5, Synergy_ZIP=0.0802, Synergy_Bliss=-0.757, Synergy_Loewe=-0.0223, Synergy_HSA=4.24.